Dataset: Merck oncology drug combination screen with 23,052 pairs across 39 cell lines. Task: Regression. Given two drug SMILES strings and cell line genomic features, predict the synergy score measuring deviation from expected non-interaction effect. Drug 1: COC12C(COC(N)=O)C3=C(C(=O)C(C)=C(N)C3=O)N1CC1NC12. Drug 2: CC(C)CC(NC(=O)C(Cc1ccccc1)NC(=O)c1cnccn1)B(O)O. Cell line: NCIH460. Synergy scores: synergy=-21.3.